Predict the product of the given reaction. From a dataset of Forward reaction prediction with 1.9M reactions from USPTO patents (1976-2016). (1) Given the reactants [H-].[Na+].[C:3]([N:10]1[CH2:15][CH2:14][CH2:13][CH2:12][C@H:11]1O)([O:5][C:6]([CH3:9])([CH3:8])[CH3:7])=[O:4].I[CH3:18].CN([CH:22]=[O:23])C, predict the reaction product. The product is: [C:3]([N:10]1[CH2:15][CH2:14][CH2:13][CH2:12][C@@H:11]1[CH2:18][O:23][CH3:22])([O:5][C:6]([CH3:9])([CH3:8])[CH3:7])=[O:4]. (2) Given the reactants CC1C=CC(S(O[CH2:12][C@H:13]2[CH2:22][CH2:21][C:20]3[C:15](=[C:16]([C:24]4[CH:29]=[CH:28][CH:27]=[CH:26][C:25]=4[C:30]4[CH:35]=[CH:34][CH:33]=[CH:32][CH:31]=4)[CH:17]=[C:18]([F:23])[CH:19]=3)[O:14]2)(=O)=O)=CC=1.[N-:36]=[N+:37]=[N-:38].[Na+], predict the reaction product. The product is: [N:36]([CH2:12][C@H:13]1[CH2:22][CH2:21][C:20]2[C:15](=[C:16]([C:24]3[CH:29]=[CH:28][CH:27]=[CH:26][C:25]=3[C:30]3[CH:35]=[CH:34][CH:33]=[CH:32][CH:31]=3)[CH:17]=[C:18]([F:23])[CH:19]=2)[O:14]1)=[N+:37]=[N-:38]. (3) Given the reactants [OH:1][CH2:2][CH:3]1[CH2:5][C@@:4]1([C:8]1[C:17]2[C:12](=CC=CC=2)C=[CH:10][CH:9]=1)[C:6]#N.C(O)C.[OH-:21].[Na+].[ClH:23].Cl[CH2:25][Cl:26], predict the reaction product. The product is: [Cl:23][C:10]1[CH:9]=[C:8]([C@:4]23[CH2:5][C@H:3]2[CH2:2][O:1][C:6]3=[O:21])[CH:17]=[CH:12][C:25]=1[Cl:26].